Task: Predict the reactants needed to synthesize the given product.. Dataset: Full USPTO retrosynthesis dataset with 1.9M reactions from patents (1976-2016) (1) The reactants are: [Si]([O:18][CH2:19][CH2:20][O:21][C:22]1[CH:27]=[CH:26][C:25](/[CH:28]=[CH:29]/[C:30]([NH:32][S:33]([CH2:36][CH2:37][CH2:38][CH2:39][CH3:40])(=[O:35])=[O:34])=[O:31])=[C:24]([O:41][C:42]2[C:47]([Cl:48])=[CH:46][C:45]([C:49]([F:52])([F:51])[F:50])=[CH:44][N:43]=2)[CH:23]=1)(C(C)(C)C)(C1C=CC=CC=1)C1C=CC=CC=1.[F-].C([N+](CCCC)(CCCC)CCCC)CCC.Cl. Given the product [OH2:18].[Cl:48][C:47]1[C:42]([O:41][C:24]2[CH:23]=[C:22]([O:21][CH2:20][CH2:19][OH:18])[CH:27]=[CH:26][C:25]=2/[CH:28]=[CH:29]/[C:30]([NH:32][S:33]([CH2:36][CH2:37][CH2:38][CH2:39][CH3:40])(=[O:35])=[O:34])=[O:31])=[N:43][CH:44]=[C:45]([C:49]([F:51])([F:50])[F:52])[CH:46]=1, predict the reactants needed to synthesize it. (2) The reactants are: Cl.C([N:9]1[CH2:12][C:11]([CH2:18][Cl:19])([C:13]([O:15][CH2:16][CH3:17])=[O:14])[CH2:10]1)C1C=CC=CC=1. Given the product [ClH:19].[Cl:19][CH2:18][C:11]1([C:13]([O:15][CH2:16][CH3:17])=[O:14])[CH2:12][NH:9][CH2:10]1, predict the reactants needed to synthesize it. (3) Given the product [O:1]1[C:6]2[CH:7]=[CH:8][CH:9]=[CH:10][C:5]=2[N:4]([C:11]([C:12]2[CH:20]=[CH:19][CH:18]=[CH:17][C:13]=2[C:14]([OH:16])=[O:15])=[O:21])[CH2:3][CH2:2]1, predict the reactants needed to synthesize it. The reactants are: [O:1]1[C:6]2[CH:7]=[CH:8][CH:9]=[CH:10][C:5]=2[NH:4][CH2:3][CH2:2]1.[C:11]1(=[O:21])[O:16][C:14](=[O:15])[C:13]2=[CH:17][CH:18]=[CH:19][CH:20]=[C:12]12. (4) Given the product [F:4][C:5]1[CH:6]=[C:7]([N+:12]([O-:14])=[O:13])[CH:8]=[CH:9][C:10]=1[N:19]1[CH2:20][CH2:21][CH:16]([CH3:15])[CH2:17][CH2:18]1, predict the reactants needed to synthesize it. The reactants are: C(#N)C.[F:4][C:5]1[CH:6]=[C:7]([N+:12]([O-:14])=[O:13])[CH:8]=[CH:9][C:10]=1F.[CH3:15][CH:16]1[CH2:21][CH2:20][NH:19][CH2:18][CH2:17]1.